Predict the product of the given reaction. From a dataset of Forward reaction prediction with 1.9M reactions from USPTO patents (1976-2016). (1) Given the reactants [O:1]=[C:2]1[C@H:10]([NH2:11])[CH2:9][CH2:8][C@H:7]2[N:3]1[C@@H:4]([C:12]([O:14]C)=[O:13])[CH2:5][CH2:6]2.[C:16](ON1C(=O)CCC1=O)([O:18][CH2:19][CH:20]1[C:32]2[C:27](=[CH:28][CH:29]=[CH:30][CH:31]=2)[C:26]2[C:21]1=[CH:22][CH:23]=[CH:24][CH:25]=2)=[O:17].C([O-])(O)=O.[Na+].N1CCCCC1.CCN(C(C)C)C(C)C, predict the reaction product. The product is: [O:1]=[C:2]1[C@H:10]([NH:11][C:16]([O:18][CH2:19][CH:20]2[C:21]3[C:26](=[CH:25][CH:24]=[CH:23][CH:22]=3)[C:27]3[C:32]2=[CH:31][CH:30]=[CH:29][CH:28]=3)=[O:17])[CH2:9][CH2:8][C@H:7]2[N:3]1[C@@H:4]([C:12]([OH:14])=[O:13])[CH2:5][CH2:6]2. (2) Given the reactants [Si:1]([O:8][CH2:9][C@H:10]1[N:14]([C:15](=[O:38])[C:16]2[CH:21]=[C:20]([O:22][CH3:23])[C:19]([O:24][Si:25]([CH:32]([CH3:34])[CH3:33])([CH:29]([CH3:31])[CH3:30])[CH:26]([CH3:28])[CH3:27])=[CH:18][C:17]=2[N+:35]([O-])=O)[CH:13]=[C:12]([C:39]2[CH:44]=[CH:43][C:42]([NH:45][C:46](=[O:74])[C@@H:47]([NH:49][C:50](=[O:73])[C@@H:51]([NH:55][C:56](=[O:72])[O:57][CH2:58][CH:59]3[C:71]4[CH:70]=[CH:69][CH:68]=[CH:67][C:66]=4[C:65]4[C:60]3=[CH:61][CH:62]=[CH:63][CH:64]=4)[CH:52]([CH3:54])[CH3:53])[CH3:48])=[CH:41][CH:40]=2)[CH2:11]1)([C:4]([CH3:7])([CH3:6])[CH3:5])([CH3:3])[CH3:2].C(O)=O, predict the reaction product. The product is: [NH2:35][C:17]1[CH:18]=[C:19]([O:24][Si:25]([CH:32]([CH3:34])[CH3:33])([CH:29]([CH3:31])[CH3:30])[CH:26]([CH3:27])[CH3:28])[C:20]([O:22][CH3:23])=[CH:21][C:16]=1[C:15]([N:14]1[C@H:10]([CH2:9][O:8][Si:1]([C:4]([CH3:7])([CH3:5])[CH3:6])([CH3:3])[CH3:2])[CH2:11][C:12]([C:39]2[CH:40]=[CH:41][C:42]([NH:45][C:46](=[O:74])[C@@H:47]([NH:49][C:50](=[O:73])[C@@H:51]([NH:55][C:56](=[O:72])[O:57][CH2:58][CH:59]3[C:60]4[CH:61]=[CH:62][CH:63]=[CH:64][C:65]=4[C:66]4[C:71]3=[CH:70][CH:69]=[CH:68][CH:67]=4)[CH:52]([CH3:53])[CH3:54])[CH3:48])=[CH:43][CH:44]=2)=[CH:13]1)=[O:38]. (3) Given the reactants [CH3:1][C:2]1[C:10]2[O:9][CH:8]3[CH:11]([NH:12]C(=O)OC(C)(C)C)[CH:7]3[C:6]=2[CH:5]=[C:4]([O:20][C:21]2[C:30]3[CH2:29][CH2:28][C:27](=[O:31])[NH:26][C:25]=3[N:24]=[CH:23][CH:22]=2)[CH:3]=1.CCOC(C)=O.[ClH:38], predict the reaction product. The product is: [ClH:38].[NH2:12][CH:11]1[CH:7]2[CH:8]1[O:9][C:10]1[C:2]([CH3:1])=[CH:3][C:4]([O:20][C:21]3[CH:22]=[CH:23][N:24]=[C:25]4[C:30]=3[CH2:29][CH2:28][C:27](=[O:31])[NH:26]4)=[CH:5][C:6]=12. (4) Given the reactants [N:1]([CH2:4][C@:5]1([CH3:21])[O:10][C:9]2[C:11]([C:15]3[CH:20]=[CH:19][CH:18]=[CH:17][CH:16]=3)=[CH:12][CH:13]=[CH:14][C:8]=2[O:7][CH2:6]1)=[N+]=[N-].C1(P(C2C=CC=CC=2)C2C=CC=CC=2)C=CC=CC=1.O.C(O)(=O)/C=C/C(O)=O, predict the reaction product. The product is: [CH3:21][C@@:5]1([CH2:4][NH2:1])[O:10][C:9]2[C:11]([C:15]3[CH:16]=[CH:17][CH:18]=[CH:19][CH:20]=3)=[CH:12][CH:13]=[CH:14][C:8]=2[O:7][CH2:6]1. (5) Given the reactants Cl[C:2]1[N:7]=[CH:6][N:5]=[C:4]([NH:8][C:9]2[N:10]=[C:11]([O:17][CH3:18])[C:12]([C:15]#[N:16])=[N:13][CH:14]=2)[CH:3]=1.[NH2:19][CH2:20][CH:21]1[CH2:26][CH2:25][N:24]([C:27]([O:29][C:30]([CH3:33])([CH3:32])[CH3:31])=[O:28])[CH2:23][CH2:22]1.C(N(CC)CC)C, predict the reaction product. The product is: [C:15]([C:12]1[N:13]=[CH:14][C:9]([NH:8][C:4]2[N:5]=[CH:6][N:7]=[C:2]([NH:19][CH2:20][CH:21]3[CH2:26][CH2:25][N:24]([C:27]([O:29][C:30]([CH3:33])([CH3:32])[CH3:31])=[O:28])[CH2:23][CH2:22]3)[CH:3]=2)=[N:10][C:11]=1[O:17][CH3:18])#[N:16].